From a dataset of NCI-60 drug combinations with 297,098 pairs across 59 cell lines. Regression. Given two drug SMILES strings and cell line genomic features, predict the synergy score measuring deviation from expected non-interaction effect. Synergy scores: CSS=1.15, Synergy_ZIP=-2.69, Synergy_Bliss=-2.08, Synergy_Loewe=-5.71, Synergy_HSA=-2.22. Drug 1: C1CN1P(=S)(N2CC2)N3CC3. Drug 2: CN1C2=C(C=C(C=C2)N(CCCl)CCCl)N=C1CCCC(=O)O.Cl. Cell line: SK-OV-3.